From a dataset of Reaction yield outcomes from USPTO patents with 853,638 reactions. Predict the reaction yield, written as a fraction of the theoretical maximum amount of product (1.0 means a 100% yield; for example, 0.34 means a 34% yield). (1) The reactants are [Cl:1][C:2]1[CH:3]=[C:4]([NH:10][C:11]2[N:16]=[CH:15][C:14]([CH2:17][N:18]([CH2:26][CH2:27][O:28][CH3:29])[C:19](=O)OC(C)(C)C)=[CH:13][CH:12]=2)[C:5](=[O:9])[N:6]([CH3:8])[N:7]=1.O. The catalyst is C(O)=O.C=O. The product is [Cl:1][C:2]1[CH:3]=[C:4]([NH:10][C:11]2[CH:12]=[CH:13][C:14]([CH2:17][N:18]([CH2:26][CH2:27][O:28][CH3:29])[CH3:19])=[CH:15][N:16]=2)[C:5](=[O:9])[N:6]([CH3:8])[N:7]=1. The yield is 0.660. (2) The reactants are Cl.[NH2:2][CH2:3][CH2:4][C@@H:5](Cl)[C:6]([O:8]C)=[O:7].NCC[C@@H](Cl)C(O)=O.[OH-].[Na+].O.O.O.O.O.O.O.O.[OH-].[Ba+2].[OH-].N1CC[C@H]1C(O)=O.Cl.C(=O)([O-])[O-].[Na+].[Na+].[C:46](O[C:46]([O:48][C:49]([CH3:52])([CH3:51])[CH3:50])=[O:47])([O:48][C:49]([CH3:52])([CH3:51])[CH3:50])=[O:47]. The catalyst is S(=O)(=O)(O)O. The product is [C:49]([O:48][C:46]([N:2]1[CH2:3][CH2:4][C@H:5]1[C:6]([OH:8])=[O:7])=[O:47])([CH3:52])([CH3:51])[CH3:50]. The yield is 0.618. (3) The reactants are [CH3:1][C@H:2]1[CH2:7][CH2:6][C@H:5]([C:8](Cl)=[O:9])[CH2:4][CH2:3]1.[CH3:11][O:12][C:13]([C:15]1[S:16][CH:17]=[CH:18][C:19]=1[NH:20][CH:21]1[CH2:30][CH2:29][C:24]2([O:28][CH2:27][CH2:26][O:25]2)[CH2:23][CH2:22]1)=[O:14].N1C=CC=CC=1.CO. The catalyst is C1(C)C=CC=CC=1. The product is [CH3:11][O:12][C:13]([C:15]1[S:16][CH:17]=[CH:18][C:19]=1[N:20]([CH:21]1[CH2:30][CH2:29][C:24]2([O:28][CH2:27][CH2:26][O:25]2)[CH2:23][CH2:22]1)[C:8]([C@H:5]1[CH2:6][CH2:7][C@H:2]([CH3:1])[CH2:3][CH2:4]1)=[O:9])=[O:14]. The yield is 0.680.